From a dataset of Catalyst prediction with 721,799 reactions and 888 catalyst types from USPTO. Predict which catalyst facilitates the given reaction. (1) Reactant: [NH2:1][C:2]1[CH:7]=[CH:6][C:5]([C:8]([OH:17])([C:13]([F:16])([F:15])[F:14])[C:9]([F:12])([F:11])[F:10])=[CH:4][CH:3]=1.[C:18]([O:22][C:23]([N:25]1[CH2:29][CH2:28][CH2:27][CH:26]1[CH2:30]O)=[O:24])([CH3:21])([CH3:20])[CH3:19].C1C=CC(P(C2C=CC=CC=2)C2C=CC=CC=2)=CC=1.CCOC(/N=N/C(OCC)=O)=O. Product: [C:18]([O:22][C:23]([N:25]1[CH2:29][CH2:28][CH2:27][CH:26]1[CH2:30][O:17][C:8]([C:5]1[CH:4]=[CH:3][C:2]([NH2:1])=[CH:7][CH:6]=1)([C:9]([F:10])([F:11])[F:12])[C:13]([F:14])([F:15])[F:16])=[O:24])([CH3:21])([CH3:19])[CH3:20]. The catalyst class is: 1. (2) Reactant: [C:1]([O:5][C:6](=[O:13])[NH:7][C@H:8]([CH2:11][OH:12])[CH2:9][CH3:10])([CH3:4])([CH3:3])[CH3:2].C(N(CC)CC)C.C(O)(=O)CC(CC(O)=O)(C(O)=O)O. Product: [CH:11]([C@@H:8]([NH:7][C:6](=[O:13])[O:5][C:1]([CH3:4])([CH3:3])[CH3:2])[CH2:9][CH3:10])=[O:12]. The catalyst class is: 16.